Task: Predict which catalyst facilitates the given reaction.. Dataset: Catalyst prediction with 721,799 reactions and 888 catalyst types from USPTO Reactant: [Br:1][C:2]1[CH:7]=[C:6]([Br:8])[C:5]([OH:9])=[CH:4][C:3]=1[NH:10]C(=O)C.CC([O-])=O.[Na+]. Product: [NH2:10][C:3]1[C:2]([Br:1])=[CH:7][C:6]([Br:8])=[C:5]([OH:9])[CH:4]=1. The catalyst class is: 126.